From a dataset of Forward reaction prediction with 1.9M reactions from USPTO patents (1976-2016). Predict the product of the given reaction. (1) The product is: [CH3:25][O:24][C:7]1[CH:6]=[CH:5][C:4]2[N:3]=[C:2]([NH:26][C:27]3[CH:28]=[CH:29][C:30]([CH2:33][N:35]4[CH2:36][CH2:37][N:38]([CH3:41])[CH2:39][CH2:40]4)=[CH:31][CH:32]=3)[C:11]3=[N:12][NH:13][CH:14]=[C:10]3[C:9]=2[CH:8]=1. Given the reactants Cl[C:2]1[C:11]2=[N:12][N:13](CC3C=CC(OC)=CC=3)[CH:14]=[C:10]2[C:9]2[CH:8]=[C:7]([O:24][CH3:25])[CH:6]=[CH:5][C:4]=2[N:3]=1.[NH2:26][C:27]1[CH:32]=[CH:31][C:30]([C:33]([N:35]2[CH2:40][CH2:39][N:38]([CH3:41])[CH2:37][CH2:36]2)=O)=[CH:29][CH:28]=1.Cl.[OH-].[Na+], predict the reaction product. (2) Given the reactants C(OC([C:11]1[C:19]2[C:14](=[CH:15][CH:16]=[C:17](CCOS(C)(=O)=O)[CH:18]=2)[NH:13][C:12]=1C)=O)C1C=CC=CC=1.CC12CC([NH:34]C1)CC(C)(C)C2, predict the reaction product. The product is: [NH:13]1[C:14]2[C:19](=[CH:18][CH:17]=[CH:16][CH:15]=2)[CH:11]=[C:12]1[NH2:34]. (3) Given the reactants [C:1]([O:5][C:6](=[O:24])[CH2:7][CH2:8][C:9]1[CH:14]=[C:13]([OH:15])[CH:12]=[CH:11][C:10]=1[CH2:16][NH:17][C:18]([O:20][CH:21]([CH3:23])[CH3:22])=[O:19])([CH3:4])([CH3:3])[CH3:2].C([O-])([O-])=O.[Cs+].[Cs+].[CH2:31](Br)[C:32]1[CH:37]=[CH:36][CH:35]=[CH:34][CH:33]=1, predict the reaction product. The product is: [C:1]([O:5][C:6](=[O:24])[CH2:7][CH2:8][C:9]1[CH:14]=[C:13]([O:15][CH2:31][C:32]2[CH:37]=[CH:36][CH:35]=[CH:34][CH:33]=2)[CH:12]=[CH:11][C:10]=1[CH2:16][NH:17][C:18]([O:20][CH:21]([CH3:22])[CH3:23])=[O:19])([CH3:4])([CH3:3])[CH3:2]. (4) Given the reactants [Br:1][C:2]1[CH:3]=[CH:4][C:5](F)=[C:6]([C:8]([C:10]2[CH:15]=[C:14]([O:16][CH2:17][C:18]([CH3:21])([CH3:20])[CH3:19])[N:13]=[C:12]([F:22])[C:11]=2[O:23]COC)=[O:9])[CH:7]=1.B(Br)(Br)Br.[Cl-].[NH4+].C(=O)([O-])[O-].[Cs+].[Cs+], predict the reaction product. The product is: [Br:1][C:2]1[CH:7]=[C:6]2[C:5](=[CH:4][CH:3]=1)[O:23][C:11]1[C:12]([F:22])=[N:13][C:14]([O:16][CH2:17][C:18]([CH3:21])([CH3:20])[CH3:19])=[CH:15][C:10]=1[C:8]2=[O:9].